Dataset: Forward reaction prediction with 1.9M reactions from USPTO patents (1976-2016). Task: Predict the product of the given reaction. (1) Given the reactants C([O:3][C:4]([C:6]1[CH:7]=[C:8]2[C:17](=[CH:18][CH:19]=1)[C:16]1[N:12]([CH:13]=[C:14]([C:20]3[N:24]([CH2:25][CH2:26][OH:27])[N:23]=[CH:22][N:21]=3)[N:15]=1)[CH2:11][CH2:10][O:9]2)=[CH2:5])C.C1(C)C=CC(S(O)(=O)=O)=CC=1, predict the reaction product. The product is: [OH:27][CH2:26][CH2:25][N:24]1[C:20]([C:14]2[N:15]=[C:16]3[N:12]([CH:13]=2)[CH2:11][CH2:10][O:9][C:8]2[C:17]3=[CH:18][CH:19]=[C:6]([C:4](=[O:3])[CH3:5])[CH:7]=2)=[N:21][CH:22]=[N:23]1. (2) Given the reactants Br[C:2]1[CH:3]=[C:4]2[C:9](=[CH:10][CH:11]=1)[N:8]=[CH:7][CH:6]=[N:5]2.[CH2:12]([O:14]C([Sn](CCCC)(CCCC)CCCC)=C)[CH3:13].F[B-](F)(F)F.C([PH+](C(C)(C)C)C(C)(C)C)(C)(C)C, predict the reaction product. The product is: [N:8]1[C:9]2[C:4](=[CH:3][C:2]([C:12](=[O:14])[CH3:13])=[CH:11][CH:10]=2)[N:5]=[CH:6][CH:7]=1. (3) The product is: [S:9]1[C:8]2[C:3]([CH2:2][N:15]([CH2:14][CH:13]([CH3:29])[CH3:12])[CH:16]3[CH2:17][CH2:18][N:19]([C:22]([O:24][C:25]([CH3:26])([CH3:27])[CH3:28])=[O:23])[CH2:20][CH2:21]3)=[CH:4][CH:5]=[CH:6][C:7]=2[CH:11]=[CH:10]1. Given the reactants Br[CH2:2][C:3]1[C:8]2[S:9][CH:10]=[CH:11][C:7]=2[CH:6]=[CH:5][CH:4]=1.[CH3:12][CH:13]([CH3:29])[CH2:14][NH:15][CH:16]1[CH2:21][CH2:20][N:19]([C:22]([O:24][C:25]([CH3:28])([CH3:27])[CH3:26])=[O:23])[CH2:18][CH2:17]1.C(=O)([O-])[O-].[K+].[K+], predict the reaction product. (4) Given the reactants C(OC([N:8]1[CH2:13][CH2:12][C:11](=O)[CH2:10][CH2:9]1)=O)(C)(C)C.[CH2:15]([NH2:22])[C:16]1[CH:21]=[CH:20][CH:19]=[CH:18][CH:17]=1.[N+]([C:26]([CH3:34])=[CH:27][C:28]1[CH:33]=[CH:32][CH:31]=[CH:30][CH:29]=1)([O-])=O, predict the reaction product. The product is: [CH2:15]([N:22]1[C:11]2[CH2:10][CH2:9][NH:8][CH2:13][C:12]=2[C:27]([C:28]2[CH:33]=[CH:32][CH:31]=[CH:30][CH:29]=2)=[C:26]1[CH3:34])[C:16]1[CH:21]=[CH:20][CH:19]=[CH:18][CH:17]=1. (5) Given the reactants [Cl:1][C:2]1[CH:7]=[CH:6][CH:5]=[CH:4][C:3]=1[C:8]1[N:12]([C:13]2[C:20]3[S:19][C:18]([NH2:21])=[N:17][C:16]=3[NH:15][N:14]=2)[CH:11]=[N:10][CH:9]=1.N1C=CC=CC=1.[C:28](Cl)(=[O:30])[CH3:29].CN(C)CCN, predict the reaction product. The product is: [Cl:1][C:2]1[CH:7]=[CH:6][CH:5]=[CH:4][C:3]=1[C:8]1[N:12]([C:13]2[C:20]3[S:19][C:18]([NH:21][C:28](=[O:30])[CH3:29])=[N:17][C:16]=3[NH:15][N:14]=2)[CH:11]=[N:10][CH:9]=1. (6) Given the reactants [Br:1][C:2]1[N:3]=[C:4]([NH:9][CH:10]([C:12]2[CH:13]=[C:14]3[C:19](=[CH:20][CH:21]=2)[N:18]=[CH:17][CH:16]=[CH:15]3)[CH3:11])[C:5]([NH2:8])=[N:6][CH:7]=1.C[N:23](C=O)C, predict the reaction product. The product is: [Br:1][C:2]1[N:3]=[C:4]2[N:9]([CH:10]([C:12]3[CH:13]=[C:14]4[C:19](=[CH:20][CH:21]=3)[N:18]=[CH:17][CH:16]=[CH:15]4)[CH3:11])[N:23]=[N:8][C:5]2=[N:6][CH:7]=1.